Dataset: Full USPTO retrosynthesis dataset with 1.9M reactions from patents (1976-2016). Task: Predict the reactants needed to synthesize the given product. (1) Given the product [CH3:1][O:2][CH2:3][CH2:4][NH:5][CH2:6][CH2:7][O:8][CH3:9].[CH2:10]1[O:18][C:17]2[C:12](=[C:13]([S:19]([NH2:22])(=[O:20])=[O:21])[CH:14]=[CH:15][CH:16]=2)[O:11]1, predict the reactants needed to synthesize it. The reactants are: [CH3:1][O:2][CH2:3][CH2:4][NH:5][CH2:6][CH2:7][O:8][CH3:9].[CH2:10]1[O:18][C:17]2[C:12](=[C:13]([S:19]([NH:22]C(OC(C)(C)C)=O)(=[O:21])=[O:20])[CH:14]=[CH:15][CH:16]=2)[O:11]1.FC(F)(F)C(O)=O.C(N(C(C)C)CC)(C)C. (2) Given the product [Cl:1][C:2]1[N:10]=[C:9]2[C:5]([N:6]([CH2:11][C:12]3[CH:17]=[CH:16][C:15]([C:18]([F:21])([F:20])[F:19])=[CH:14][CH:13]=3)[CH:7]=[N:8]2)=[C:4]([NH:30][C@@H:28]([CH:24]2[CH2:27][CH2:26][CH2:25]2)[CH3:29])[N:3]=1, predict the reactants needed to synthesize it. The reactants are: [Cl:1][C:2]1[N:10]=[C:9]2[C:5]([N:6]([CH2:11][C:12]3[CH:17]=[CH:16][C:15]([C:18]([F:21])([F:20])[F:19])=[CH:14][CH:13]=3)[CH:7]=[N:8]2)=[C:4](Cl)[N:3]=1.Cl.[CH:24]1([C@H:28]([NH2:30])[CH3:29])[CH2:27][CH2:26][CH2:25]1.C(N(CC)CC)C. (3) The reactants are: [CH2:1]([C:4]1([C:19]2[CH:24]=[CH:23][CH:22]=[CH:21][CH:20]=2)[O:9][C:8](=[O:10])[N:7]([CH2:11][CH2:12][C:13]2[CH:18]=[CH:17][CH:16]=[CH:15][CH:14]=2)[CH2:6][CH2:5]1)[CH:2]=[CH2:3].B.C1C[O:29]CC1.[OH-].[Na+].OO.Cl. Given the product [OH:29][CH2:3][CH2:2][CH2:1][C:4]1([C:19]2[CH:24]=[CH:23][CH:22]=[CH:21][CH:20]=2)[O:9][C:8](=[O:10])[N:7]([CH2:11][CH2:12][C:13]2[CH:14]=[CH:15][CH:16]=[CH:17][CH:18]=2)[CH2:6][CH2:5]1, predict the reactants needed to synthesize it. (4) Given the product [CH2:2]([O:4][C:5]([C@@:7]12[CH2:25][C@H:24]1[CH:23]=[CH:22][CH2:21][CH2:20][CH2:19][CH2:18][CH2:17][C@H:16]([NH:26][C:27]([O:29][CH:30]1[CH2:31][CH2:32][CH2:33][CH2:34]1)=[O:28])[C:15](=[O:35])[N:14]1[C@@H:10]([CH2:11][C@@H:12]([O:36][C:37]3[C:46]4[C:41](=[CH:42][C:43]([O:47][CH3:48])=[CH:44][CH:45]=4)[N:40]=[C:39]([C:49](=[O:50])[CH:70]=[N+:68]=[N-:69])[CH:38]=3)[CH2:13]1)[C:9](=[O:52])[NH:8]2)=[O:6])[CH3:3], predict the reactants needed to synthesize it. The reactants are: [Na].[CH2:2]([O:4][C:5]([C@@:7]12[CH2:25][C@H:24]1[CH:23]=[CH:22][CH2:21][CH2:20][CH2:19][CH2:18][CH2:17][C@H:16]([NH:26][C:27]([O:29][CH:30]1[CH2:34][CH2:33][CH2:32][CH2:31]1)=[O:28])[C:15](=[O:35])[N:14]1[C@@H:10]([CH2:11][C@@H:12]([O:36][C:37]3[C:46]4[C:41](=[CH:42][C:43]([O:47][CH3:48])=[CH:44][CH:45]=4)[N:40]=[C:39]([C:49](O)=[O:50])[CH:38]=3)[CH2:13]1)[C:9](=[O:52])[NH:8]2)=[O:6])[CH3:3].CCN(CC)CC.C(OC(Cl)=O)C(C)C.[N+:68](=[CH2:70])=[N-:69].CN(N=O)C(N[N+]([O-])=O)=N.[OH-].[K+]. (5) Given the product [C:56]([O:60][C:61]([N:63]1[CH2:68][CH2:67][CH:66]([NH:69][C:24]([C:21]2[C:17]3[N:18]=[CH:19][N:20]=[C:15]([C:7]4[C:8]5[O:12][CH2:11][O:10][C:9]=5[CH:13]=[CH:14][C:6]=4[O:5][CH2:4][CH:1]4[CH2:3][CH2:2]4)[C:16]=3[NH:23][CH:22]=2)=[O:25])[CH2:65][CH2:64]1)=[O:62])([CH3:59])([CH3:57])[CH3:58], predict the reactants needed to synthesize it. The reactants are: [CH:1]1([CH2:4][O:5][C:6]2[CH:14]=[CH:13][C:9]3[O:10][CH2:11][O:12][C:8]=3[C:7]=2[C:15]2[C:16]3[NH:23][CH:22]=[C:21]([C:24](O)=[O:25])[C:17]=3[N:18]=[CH:19][N:20]=2)[CH2:3][CH2:2]1.Cl.CN(C)CCCN=C=NCC.C(N(CC)CC)C.ON1C2C=CC=CC=2N=N1.[C:56]([O:60][C:61]([N:63]1[CH2:68][CH2:67][CH:66]([NH2:69])[CH2:65][CH2:64]1)=[O:62])([CH3:59])([CH3:58])[CH3:57]. (6) Given the product [F:20][C:21]1[C:22]([C:2]2[N:3]=[N:4][CH:5]=[C:6]([C:8]3[CH:13]=[CH:12][C:11]([F:14])=[C:10]([C:15]([F:18])([F:17])[F:16])[CH:9]=3)[CH:7]=2)=[N:23][CH:24]=[C:25]([F:31])[CH:26]=1, predict the reactants needed to synthesize it. The reactants are: Cl[C:2]1[N:3]=[N:4][CH:5]=[C:6]([C:8]2[CH:13]=[CH:12][C:11]([F:14])=[C:10]([C:15]([F:18])([F:17])[F:16])[CH:9]=2)[CH:7]=1.[Cl-].[F:20][C:21]1[C:22]([Zn+])=[N:23][CH:24]=[C:25]([F:31])[C:26]=1[Si](C)(C)C. (7) Given the product [CH2:1]([N:8]1[C:13](=[CH2:14])[C:12](=[O:16])[NH:11][C@@H:10]([CH2:17][C:18]2[CH:23]=[CH:22][CH:21]=[CH:20][CH:19]=2)[C:9]1=[O:24])[C:2]1[CH:7]=[CH:6][CH:5]=[CH:4][CH:3]=1, predict the reactants needed to synthesize it. The reactants are: [CH2:1]([NH:8][C:9](=[O:24])[C@H:10]([CH2:17][C:18]1[CH:23]=[CH:22][CH:21]=[CH:20][CH:19]=1)[NH:11][C:12](=[O:16])[C:13](=O)[CH3:14])[C:2]1[CH:7]=[CH:6][CH:5]=[CH:4][CH:3]=1.CC1C=CC(S(O)(=O)=O)=CC=1.O. (8) The reactants are: [OH:1][CH:2]([CH3:26])[CH:3]([N:10]1[CH2:13][C:12]2([CH2:17][CH2:16][CH2:15][N:14]2C(OC(C)(C)C)=O)[C:11]1=[O:25])[C:4]1[N:9]=[CH:8][CH:7]=[CH:6][N:5]=1.B(F)(F)F. Given the product [OH:1][CH:2]([CH3:26])[CH:3]([N:10]1[CH2:13][C:12]2([CH2:17][CH2:16][CH2:15][NH:14]2)[C:11]1=[O:25])[C:4]1[N:9]=[CH:8][CH:7]=[CH:6][N:5]=1, predict the reactants needed to synthesize it.